Dataset: Blood-brain barrier permeability classification from the B3DB database. Task: Regression/Classification. Given a drug SMILES string, predict its absorption, distribution, metabolism, or excretion properties. Task type varies by dataset: regression for continuous measurements (e.g., permeability, clearance, half-life) or binary classification for categorical outcomes (e.g., BBB penetration, CYP inhibition). Dataset: b3db_classification. The drug is COc1ccc([C@@H]2[C@@H](S(=O)(=O)c3ccccc3)[C@@]2(N)CN)cc1. The result is 0 (does not penetrate BBB).